Dataset: Full USPTO retrosynthesis dataset with 1.9M reactions from patents (1976-2016). Task: Predict the reactants needed to synthesize the given product. (1) Given the product [F:32][C:27]1[CH:26]=[C:25]([CH:30]=[CH:29][C:28]=1[F:31])[C:24]([NH:23][C:20]1[CH:19]=[N:18][C:17]([CH3:10])=[N:22][CH:21]=1)=[O:33], predict the reactants needed to synthesize it. The reactants are: CB1OB(C)OB(C)O1.[C:10]([O-])([O-])=O.[Cs+].[Cs+].Cl[C:17]1[N:22]=[CH:21][C:20]([NH:23][C:24](=[O:33])[C:25]2[CH:30]=[CH:29][C:28]([F:31])=[C:27]([F:32])[CH:26]=2)=[CH:19][N:18]=1.O. (2) Given the product [Cl:18][C:8]1[N:9]2[C:4]([N:5]=[C:6]3[CH2:15][CH2:14][CH2:13][CH2:12][CH2:11][C:7]=13)=[CH:3][CH:2]=[N:1]2, predict the reactants needed to synthesize it. The reactants are: [N:1]1[N:9]2[C:4]([N:5]=[C:6]3[CH2:15][CH2:14][CH2:13][CH2:12][CH2:11][C:7]3=[C:8]2O)=[CH:3][CH:2]=1.P(Cl)(Cl)([Cl:18])=O.C(N(C(C)C)CC)(C)C. (3) Given the product [CH3:1][O:2][C:3]1[CH:8]=[CH:7][C:6]([O:9][CH3:10])=[CH:5][C:4]=1[S:11]([N:14]([CH2:30][CH2:31][CH3:32])[C@@H:15]1[CH2:19][CH2:18][N:17]([C:20]([O:22][C:23]([CH3:26])([CH3:25])[CH3:24])=[O:21])[CH2:16]1)(=[O:12])=[O:13], predict the reactants needed to synthesize it. The reactants are: [CH3:1][O:2][C:3]1[CH:8]=[CH:7][C:6]([O:9][CH3:10])=[CH:5][C:4]=1[S:11]([NH:14][C@@H:15]1[CH2:19][CH2:18][N:17]([C:20]([O:22][C:23]([CH3:26])([CH3:25])[CH3:24])=[O:21])[CH2:16]1)(=[O:13])=[O:12].[H-].[Na+].Br[CH2:30][CH2:31][CH3:32].